Dataset: Full USPTO retrosynthesis dataset with 1.9M reactions from patents (1976-2016). Task: Predict the reactants needed to synthesize the given product. (1) Given the product [NH2:53][C:51]1[CH:50]=[CH:49][C:48]([CH3:56])=[C:47]([C:45]([C:31]2[CH:32]=[CH:33][C:34]([NH:36][C:37]3[CH:42]=[CH:41][CH:40]=[CH:39][C:38]=3[O:43][CH3:44])=[CH:35][C:30]=2[Cl:29])=[O:46])[CH:52]=1, predict the reactants needed to synthesize it. The reactants are: NC1C=CC(C)=C(C(C2C=CC(NC3C=CC(C(F)(F)F)=CC=3)=CC=2Cl)=O)C=1.[Cl:29][C:30]1[CH:35]=[C:34]([NH:36][C:37]2[CH:42]=[CH:41][CH:40]=[CH:39][C:38]=2[O:43][CH3:44])[CH:33]=[CH:32][C:31]=1[C:45]([C:47]1[CH:52]=[C:51]([N+:53]([O-])=O)[CH:50]=[CH:49][C:48]=1[CH3:56])=[O:46]. (2) Given the product [CH2:1]([O:3][C:4](=[O:28])[CH2:5][C:6]1[CH:7]=[C:8]([C:14]2[CH:19]=[CH:18][C:17]([C:20]([F:23])([F:21])[F:22])=[CH:16][C:15]=2[CH2:24][N:25]([C:33]([CH:29]2[CH2:32][CH2:31][CH2:30]2)=[O:34])[CH2:26][CH3:27])[C:9]([O:12][CH3:13])=[CH:10][CH:11]=1)[CH3:2], predict the reactants needed to synthesize it. The reactants are: [CH2:1]([O:3][C:4](=[O:28])[CH2:5][C:6]1[CH:7]=[C:8]([C:14]2[CH:19]=[CH:18][C:17]([C:20]([F:23])([F:22])[F:21])=[CH:16][C:15]=2[CH2:24][NH:25][CH2:26][CH3:27])[C:9]([O:12][CH3:13])=[CH:10][CH:11]=1)[CH3:2].[CH:29]1([C:33](Cl)=[O:34])[CH2:32][CH2:31][CH2:30]1. (3) Given the product [NH2:14][C@H:15]([CH2:32][C:33]1[CH:38]=[CH:37][C:36]([Cl:39])=[CH:35][C:34]=1[Cl:40])[C:16]([N:18]1[CH2:23][CH2:22][N:21]([C:24]2[CH:29]=[C:28]([Cl:30])[CH:27]=[CH:26][C:25]=2[CH3:31])[CH2:20][CH2:19]1)=[O:17], predict the reactants needed to synthesize it. The reactants are: FC(F)(F)C(O)=O.C(OC(=O)[NH:14][C@H:15]([CH2:32][C:33]1[CH:38]=[CH:37][C:36]([Cl:39])=[CH:35][C:34]=1[Cl:40])[C:16]([N:18]1[CH2:23][CH2:22][N:21]([C:24]2[CH:29]=[C:28]([Cl:30])[CH:27]=[CH:26][C:25]=2[CH3:31])[CH2:20][CH2:19]1)=[O:17])(C)(C)C. (4) Given the product [NH2:27][C:8]1[N:7]=[C:6]([O:5][CH2:1][CH2:2][CH2:3][CH3:4])[N:14]=[C:13]2[C:9]=1[NH:10][C:11](=[O:25])[N:12]2[CH2:15][CH2:16][CH2:17][CH2:18][CH:19]1[CH2:20][CH2:21][N:22]([CH2:29][CH2:30][CH:31]([CH3:33])[CH3:32])[CH2:23][CH2:24]1, predict the reactants needed to synthesize it. The reactants are: [CH2:1]([O:5][C:6]1[N:14]=[C:13]2[C:9]([N:10]=[C:11]([O:25]C)[N:12]2[CH2:15][CH2:16][CH2:17][CH2:18][CH:19]2[CH2:24][CH2:23][NH:22][CH2:21][CH2:20]2)=[C:8]([NH2:27])[N:7]=1)[CH2:2][CH2:3][CH3:4].Br[CH2:29][CH2:30][CH:31]([CH3:33])[CH3:32]. (5) Given the product [C:13]1([C:12]#[C:11][C:8]2[CH:7]=[N:6][C:5]([O:25][CH:22]3[CH2:23][CH2:24][CH:19]([OH:26])[CH2:20][CH2:21]3)=[N:10][CH:9]=2)[CH:18]=[CH:17][CH:16]=[CH:15][CH:14]=1, predict the reactants needed to synthesize it. The reactants are: CS([C:5]1[N:10]=[CH:9][C:8]([C:11]#[C:12][C:13]2[CH:18]=[CH:17][CH:16]=[CH:15][CH:14]=2)=[CH:7][N:6]=1)(=O)=O.[CH:19]1([OH:26])[CH2:24][CH2:23][CH:22]([OH:25])[CH2:21][CH2:20]1.